From a dataset of Reaction yield outcomes from USPTO patents with 853,638 reactions. Predict the reaction yield, written as a fraction of the theoretical maximum amount of product (1.0 means a 100% yield; for example, 0.34 means a 34% yield). (1) The reactants are O[C:2]1[CH:7]=[CH:6][N:5]2[N:8]=[CH:9][C:10]([C:11]([O:13][CH2:14][CH3:15])=[O:12])=[C:4]2[N:3]=1.F[P-](F)(F)(F)(F)F.N1(O[P+](N(C)C)(N(C)C)N(C)C)C2C=CC=CC=2N=N1.CCN(C(C)C)C(C)C.Cl.Cl.[Cl:54][C:55]1[C:60]([C@H:61]2[CH2:65][CH2:64][CH2:63][NH:62]2)=[CH:59][C:58]([F:66])=[CH:57][N:56]=1. The catalyst is CN(C=O)C. The product is [Cl:54][C:55]1[C:60]([C@H:61]2[CH2:65][CH2:64][CH2:63][N:62]2[C:2]2[CH:7]=[CH:6][N:5]3[N:8]=[CH:9][C:10]([C:11]([O:13][CH2:14][CH3:15])=[O:12])=[C:4]3[N:3]=2)=[CH:59][C:58]([F:66])=[CH:57][N:56]=1. The yield is 0.680. (2) The catalyst is C(Cl)Cl. The reactants are [Cl:1][C:2]1[CH:7]=[CH:6][C:5]([F:8])=[CH:4][C:3]=1[C@H:9]1[CH2:13][CH2:12][CH2:11][N:10]1[C:14]1[CH:19]=[CH:18][N:17]2[N:20]=[CH:21][C:22]([NH2:23])=[C:16]2[N:15]=1.C1N=CN([C:29]([N:31]2[CH:35]=N[CH:33]=[CH:32]2)=[O:30])C=1.N1CC[C@H:38]([OH:41])C1. The yield is 0.670. The product is [Cl:1][C:2]1[CH:7]=[CH:6][C:5]([F:8])=[CH:4][C:3]=1[C@H:9]1[CH2:13][CH2:12][CH2:11][N:10]1[C:14]1[CH:19]=[CH:18][N:17]2[N:20]=[CH:21][C:22]([NH:23][C:29]([N:31]3[CH2:32][CH2:33][C@@H:38]([OH:41])[CH2:35]3)=[O:30])=[C:16]2[N:15]=1. (3) The reactants are Cl[C:2]1[CH:3]=[C:4]([C:9]2[N:13]3[CH:14]=[CH:15][C:16]([C:19]([OH:22])([CH3:21])[CH3:20])=[C:17]([F:18])[C:12]3=[N:11][CH:10]=2)[CH:5]=[CH:6][C:7]=1[F:8].[F:23][C:24]([F:36])([F:35])[O:25][C:26]1[CH:27]=[C:28](B(O)O)[CH:29]=[CH:30][CH:31]=1. No catalyst specified. The product is [F:18][C:17]1[C:12]2[N:13]([C:9]([C:4]3[CH:5]=[CH:6][C:7]([F:8])=[C:2]([C:28]4[CH:29]=[CH:30][CH:31]=[C:26]([O:25][C:24]([F:23])([F:35])[F:36])[CH:27]=4)[CH:3]=3)=[CH:10][N:11]=2)[CH:14]=[CH:15][C:16]=1[C:19]([OH:22])([CH3:21])[CH3:20]. The yield is 0.0300. (4) The reactants are Cl[C:2]1[CH:3]=[C:4]([CH:22]=[CH:23][N:24]=1)[C:5]([NH:7][C:8]1[S:9][CH:10]=[C:11]([C:13]2[C:18]([CH3:19])=[CH:17][C:16]([CH3:20])=[CH:15][C:14]=2[CH3:21])[N:12]=1)=[O:6].[CH3:25][N:26]1[CH2:31][CH2:30][NH:29][CH2:28][CH2:27]1.O. The catalyst is CN1CCCC1=O. The product is [C:14]1([CH3:21])[CH:15]=[C:16]([CH3:20])[CH:17]=[C:18]([CH3:19])[C:13]=1[C:11]1[N:12]=[C:8]([NH:7][C:5](=[O:6])[C:4]2[CH:22]=[CH:23][N:24]=[C:2]([N:29]3[CH2:30][CH2:31][N:26]([CH3:25])[CH2:27][CH2:28]3)[CH:3]=2)[S:9][CH:10]=1. The yield is 0.270. (5) The reactants are [OH:1][CH2:2][C:3]([NH:17][C:18](=[O:24])[O:19][C:20]([CH3:23])([CH3:22])[CH3:21])([CH:6]1[CH2:15][CH2:14][C:13]2[C:8](=[CH:9][CH:10]=[C:11]([OH:16])[CH:12]=2)[CH2:7]1)[CH2:4][OH:5].CO[C:27](OC)([CH3:29])[CH3:28].B(F)(F)F.CCOCC.C(Cl)Cl.CO. The catalyst is C(OCC)(=O)C.O.C1(C)C=CC(S(O)(=O)=O)=CC=1. The product is [OH:16][C:11]1[CH:12]=[C:13]2[C:8](=[CH:9][CH:10]=1)[CH2:7][CH:6]([C:3]1([NH:17][C:18](=[O:24])[O:19][C:20]([CH3:21])([CH3:23])[CH3:22])[CH2:4][O:5][C:27]([CH3:29])([CH3:28])[O:1][CH2:2]1)[CH2:15][CH2:14]2. The yield is 1.00. (6) The reactants are [F:1][C:2]1[CH:7]=[CH:6][C:5]([OH:8])=[CH:4][CH:3]=1.[C:9](O)([CH3:12])([CH3:11])[CH3:10].S(=O)(=O)(O)O. The catalyst is C(Cl)Cl. The product is [C:9]([C:6]1[CH:7]=[C:2]([F:1])[CH:3]=[CH:4][C:5]=1[OH:8])([CH3:12])([CH3:11])[CH3:10]. The yield is 0.420. (7) The reactants are [CH2:1]([O:3][C:4](=[O:27])[CH2:5][CH:6]1[CH2:11][CH2:10][CH:9]([C:12]2[CH:17]=[CH:16][C:15]([N:18]3[C:22](C(O)=O)=[C:21]([CH3:26])[N:20]=[N:19]3)=[CH:14][CH:13]=2)[CH2:8][CH2:7]1)[CH3:2].C([N:30]([CH2:33]C)CC)C.C1(P(N=[N+]=[N-])(C2C=CC=CC=2)=[O:42])C=CC=CC=1.[C:52]1([C@H:58]([OH:60])[CH3:59])[CH:57]=[CH:56][CH:55]=[CH:54][CH:53]=1. The catalyst is C1(C)C=CC=CC=1. The product is [CH2:1]([O:3][C:4](=[O:27])[CH2:5][CH:6]1[CH2:11][CH2:10][CH:9]([C:12]2[CH:13]=[CH:14][C:15]([N:18]3[C:22]([NH:30][C:33]([O:60][C@@H:58]([C:52]4[CH:57]=[CH:56][CH:55]=[CH:54][CH:53]=4)[CH3:59])=[O:42])=[C:21]([CH3:26])[N:20]=[N:19]3)=[CH:16][CH:17]=2)[CH2:8][CH2:7]1)[CH3:2]. The yield is 0.450.